Dataset: Full USPTO retrosynthesis dataset with 1.9M reactions from patents (1976-2016). Task: Predict the reactants needed to synthesize the given product. (1) Given the product [CH2:20]([N:27]1[CH2:32][CH2:31][N:30]([C:2]2[C:11]3[C:6](=[CH:7][C:8]([CH3:12])=[CH:9][CH:10]=3)[N:5]=[C:4]([C:13]3[CH:18]=[CH:17][CH:16]=[CH:15][C:14]=3[OH:19])[N:3]=2)[C@@H:29]([CH:33]([CH3:35])[CH3:34])[CH2:28]1)[C:21]1[CH:22]=[CH:23][CH:24]=[CH:25][CH:26]=1, predict the reactants needed to synthesize it. The reactants are: Cl[C:2]1[C:11]2[C:6](=[CH:7][C:8]([CH3:12])=[CH:9][CH:10]=2)[N:5]=[C:4]([C:13]2[CH:18]=[CH:17][CH:16]=[CH:15][C:14]=2[OH:19])[N:3]=1.[CH2:20]([N:27]1[CH2:32][CH2:31][NH:30][C@@H:29]([CH:33]([CH3:35])[CH3:34])[CH2:28]1)[C:21]1[CH:26]=[CH:25][CH:24]=[CH:23][CH:22]=1.C(N(CC)CC)C. (2) Given the product [CH3:12][Si:11]([CH3:14])([CH3:13])[CH2:10][CH2:9][O:8][CH2:7][N:5]1[CH:6]=[C:2]([C:27]#[C:26][Si:22]([CH3:25])([CH3:24])[CH3:23])[CH:3]=[N:4]1, predict the reactants needed to synthesize it. The reactants are: I[C:2]1[CH:3]=[N:4][N:5]([CH2:7][O:8][CH2:9][CH2:10][Si:11]([CH3:14])([CH3:13])[CH3:12])[CH:6]=1.C(N(CC)CC)C.[Si:22]([C:26]#[CH:27])([CH3:25])([CH3:24])[CH3:23].O1CCCC1. (3) The reactants are: [Li].C[Si]([NH-])(C)C.Br[CH2:8][C:9]([N:11]1[CH2:16][CH2:15][N:14]([C:17]2[CH:22]=[CH:21][CH:20]=[CH:19][N:18]=2)[CH2:13][CH2:12]1)=[O:10].[CH3:23][O:24][C:25]1[CH:30]=[CH:29][C:28]([C:31]2[N:32]=[C:33]([C:36]3[CH:41]=[CH:40][CH:39]=[CH:38][CH:37]=3)[NH:34][CH:35]=2)=[CH:27][CH:26]=1. Given the product [CH3:23][O:24][C:25]1[CH:26]=[CH:27][C:28]([C:31]2[N:32]=[C:33]([C:36]3[CH:37]=[CH:38][CH:39]=[CH:40][CH:41]=3)[N:34]([CH2:8][C:9]([N:11]3[CH2:16][CH2:15][N:14]([C:17]4[CH:22]=[CH:21][CH:20]=[CH:19][N:18]=4)[CH2:13][CH2:12]3)=[O:10])[CH:35]=2)=[CH:29][CH:30]=1, predict the reactants needed to synthesize it. (4) Given the product [NH2:20][C:17]1[O:18][CH2:19][C@:15]2([C:14]3[CH:13]=[C:12]([N:34]4[CH2:39][CH2:38][O:37][CH2:36][CH2:35]4)[N:11]=[C:10]([F:22])[C:9]=3[O:8][C:5]3[C:4]2=[CH:3][C:2]([C:29]2[CH:30]=[C:25]([CH:26]=[CH:27][CH:28]=2)[C:23]#[N:24])=[CH:7][CH:6]=3)[N:16]=1, predict the reactants needed to synthesize it. The reactants are: Br[C:2]1[CH:3]=[C:4]2[C@@:15]3([CH2:19][O:18][C:17]([NH2:20])=[N:16]3)[C:14]3[CH:13]=[C:12](Cl)[N:11]=[C:10]([F:22])[C:9]=3[O:8][C:5]2=[CH:6][CH:7]=1.[C:23]([C:25]1[CH:26]=[C:27](B(O)O)[CH:28]=[CH:29][CH:30]=1)#[N:24].[NH:34]1[CH2:39][CH2:38][O:37][CH2:36][CH2:35]1.